The task is: Predict which catalyst facilitates the given reaction.. This data is from Catalyst prediction with 721,799 reactions and 888 catalyst types from USPTO. Reactant: [CH3:1][C@@H:2]1[CH2:7][CH2:6][C@H:5]([O:8][C:9]2[C:18]([C:19]([F:22])([F:21])[F:20])=[C:17]3[C:12]([CH:13]=[CH:14][C:15]([CH:23]([N:25]4[CH:30]5[CH2:31][CH2:32][CH2:33][CH:26]4[CH2:27][CH:28]([C:34]([OH:36])=[O:35])[CH2:29]5)[CH3:24])=[CH:16]3)=[CH:11][CH:10]=2)[CH2:4][CH2:3]1.C(O)C.C(=O)=O. Product: [CH3:1][C@@H:2]1[CH2:7][CH2:6][C@H:5]([O:8][C:9]2[C:18]([C:19]([F:21])([F:22])[F:20])=[C:17]3[C:12]([CH:13]=[CH:14][C:15]([C@H:23]([N:25]4[CH:26]5[CH2:33][CH2:32][CH2:31][CH:30]4[CH2:29][CH:28]([C:34]([OH:36])=[O:35])[CH2:27]5)[CH3:24])=[CH:16]3)=[CH:11][CH:10]=2)[CH2:4][CH2:3]1. The catalyst class is: 5.